Predict the product of the given reaction. From a dataset of Forward reaction prediction with 1.9M reactions from USPTO patents (1976-2016). Given the reactants N[C:2]1N=C(C(O)=O)C=CC=1.[NH2:11][C:12]1[CH:13]=[N:14][CH:15]=[C:16]([CH:20]=1)[C:17]([OH:19])=[O:18], predict the reaction product. The product is: [NH2:11][C:12]1[CH:13]=[N:14][CH:15]=[C:16]([CH:20]=1)[C:17]([O:19][CH3:2])=[O:18].